Dataset: Full USPTO retrosynthesis dataset with 1.9M reactions from patents (1976-2016). Task: Predict the reactants needed to synthesize the given product. (1) The reactants are: [F:1][C:2]1[CH:7]=[CH:6][CH:5]=[C:4]([F:8])[C:3]=1[C:9]([NH:11][C:12]1[CH:17]=[CH:16][C:15]([C:18]2[N:22]([CH3:23])[N:21]=[C:20]([C:24]([F:27])([F:26])[F:25])[CH:19]=2)=[CH:14][CH:13]=1)=O.Cl.C(OCC)(=O)C. Given the product [F:1][C:2]1[CH:7]=[CH:6][CH:5]=[C:4]([F:8])[C:3]=1[CH2:9][NH:11][C:12]1[CH:17]=[CH:16][C:15]([C:18]2[N:22]([CH3:23])[N:21]=[C:20]([C:24]([F:27])([F:25])[F:26])[CH:19]=2)=[CH:14][CH:13]=1, predict the reactants needed to synthesize it. (2) Given the product [ClH:1].[NH2:44][CH2:43][C@H:40]1[CH2:41][CH2:42][C@H:37]([C:35]([NH:34][C@@H:20]([CH2:19][C:16]2[CH:15]=[CH:14][C:13]([C:10]3[CH:11]=[CH:12][C:7]([S:4](=[O:5])(=[O:6])[N:3]([CH3:2])[CH3:53])=[CH:8][C:9]=3[CH3:52])=[CH:18][CH:17]=2)[C:21](=[O:33])[NH:22][C:23]2[CH:31]=[C:30]3[C:26]([C:27](=[O:32])[NH:28][NH:29]3)=[CH:25][CH:24]=2)=[O:36])[CH2:38][CH2:39]1, predict the reactants needed to synthesize it. The reactants are: [ClH:1].[CH3:2][N:3]([CH3:53])[S:4]([C:7]1[CH:12]=[CH:11][C:10]([C:13]2[CH:18]=[CH:17][C:16]([CH2:19][C@H:20]([NH:34][C:35]([C@H:37]3[CH2:42][CH2:41][C@H:40]([CH2:43][NH:44]C(=O)OC(C)(C)C)[CH2:39][CH2:38]3)=[O:36])[C:21](=[O:33])[NH:22][C:23]3[CH:31]=[C:30]4[C:26]([C:27](=[O:32])[NH:28][NH:29]4)=[CH:25][CH:24]=3)=[CH:15][CH:14]=2)=[C:9]([CH3:52])[CH:8]=1)(=[O:6])=[O:5]. (3) Given the product [F:1][C:2]1[CH:7]=[C:6]([F:8])[CH:5]=[CH:4][C:3]=1/[CH:9]=[CH:10]\[CH:14]([S:15][CH:14](/[CH:10]=[CH:9]\[C:3]1[CH:4]=[CH:5][C:6]([F:8])=[CH:7][C:2]=1[F:1])[C:13]1[CH:16]=[CH:17][CH:18]=[CH:19][C:12]=1[NH2:11])[C:13]1[CH:16]=[CH:17][CH:18]=[CH:19][C:12]=1[NH2:11], predict the reactants needed to synthesize it. The reactants are: [F:1][C:2]1[CH:7]=[C:6]([F:8])[CH:5]=[CH:4][C:3]=1[C:9]#[CH:10].[NH2:11][C:12]1[CH:19]=[CH:18][CH:17]=[CH:16][C:13]=1[CH2:14][SH:15].[Na]. (4) Given the product [NH2:1][C:4]1[CH:5]=[C:6]([CH2:10][CH2:11][NH:12][C:18](=[O:19])[C:17]([F:24])([F:23])[F:16])[CH:7]=[CH:8][CH:9]=1, predict the reactants needed to synthesize it. The reactants are: [N+:1]([C:4]1[CH:5]=[C:6]([CH2:10][C:11]#[N:12])[CH:7]=[CH:8][CH:9]=1)([O-])=O.O.NN.[F:16][C:17]([F:24])([F:23])[C:18](OCC)=[O:19]. (5) Given the product [CH3:24][C:9]1[CH:10]=[C:11]([NH:13][C:14]2[CH:19]=[C:18]([C:20]([F:23])([F:22])[F:21])[CH:17]=[CH:16][N:15]=2)[N:12]=[C:7]([C:25]([OH:27])=[O:26])[CH:8]=1, predict the reactants needed to synthesize it. The reactants are: [Li]CCCC.Br[C:7]1[N:12]=[C:11]([NH:13][C:14]2[CH:19]=[C:18]([C:20]([F:23])([F:22])[F:21])[CH:17]=[CH:16][N:15]=2)[CH:10]=[C:9]([CH3:24])[CH:8]=1.[C:25](=[O:27])=[O:26].